From a dataset of Merck oncology drug combination screen with 23,052 pairs across 39 cell lines. Regression. Given two drug SMILES strings and cell line genomic features, predict the synergy score measuring deviation from expected non-interaction effect. Drug 1: CCC1=CC2CN(C1)Cc1c([nH]c3ccccc13)C(C(=O)OC)(c1cc3c(cc1OC)N(C)C1C(O)(C(=O)OC)C(OC(C)=O)C4(CC)C=CCN5CCC31C54)C2. Drug 2: COC1=C2CC(C)CC(OC)C(O)C(C)C=C(C)C(OC(N)=O)C(OC)C=CC=C(C)C(=O)NC(=CC1=O)C2=O. Cell line: RPMI7951. Synergy scores: synergy=-5.79.